Dataset: Full USPTO retrosynthesis dataset with 1.9M reactions from patents (1976-2016). Task: Predict the reactants needed to synthesize the given product. (1) Given the product [CH2:41]([N:37]([CH2:38][CH2:39][CH3:40])[C:35]([C:33]1[CH:32]=[C:27]([CH:26]=[C:25]([B:15]2[O:16][C:17]([CH3:22])([CH3:23])[C:18]([CH3:20])([CH3:21])[O:19]2)[CH:34]=1)[C:28]([O:30][CH3:31])=[O:29])=[O:36])[CH2:42][CH3:43], predict the reactants needed to synthesize it. The reactants are: C([O-])(=O)C.[K+].[B:15]1([B:15]2[O:19][C:18]([CH3:21])([CH3:20])[C:17]([CH3:23])([CH3:22])[O:16]2)[O:19][C:18]([CH3:21])([CH3:20])[C:17]([CH3:23])([CH3:22])[O:16]1.Br[C:25]1[CH:26]=[C:27]([CH:32]=[C:33]([C:35]([N:37]([CH2:41][CH2:42][CH3:43])[CH2:38][CH2:39][CH3:40])=[O:36])[CH:34]=1)[C:28]([O:30][CH3:31])=[O:29]. (2) Given the product [F:29][C:28]([F:31])([F:30])[CH2:27][O:26][C:25](=[O:32])[NH:1][CH2:2][C:3]1[C:12]2[C:7](=[CH:8][CH:9]=[CH:10][CH:11]=2)[C:6](=[O:13])[N:5]([NH:14][C:15](=[O:24])[CH2:16][C:17]2[CH:18]=[CH:19][C:20]([Cl:23])=[CH:21][CH:22]=2)[N:4]=1, predict the reactants needed to synthesize it. The reactants are: [NH2:1][CH2:2][C:3]1[C:12]2[C:7](=[CH:8][CH:9]=[CH:10][CH:11]=2)[C:6](=[O:13])[N:5]([NH:14][C:15](=[O:24])[CH2:16][C:17]2[CH:22]=[CH:21][C:20]([Cl:23])=[CH:19][CH:18]=2)[N:4]=1.[C:25](Cl)(=[O:32])[O:26][CH2:27][C:28]([F:31])([F:30])[F:29]. (3) Given the product [Cl:89][C:77]1[CH:76]=[CH:75][C:74]([C:73]2[C:68]([C@@H:58]([NH:57][C:15](=[O:16])[CH2:14][N:7]3[C:6]4[C:2]([F:1])([F:56])[C@@H:3]5[CH2:55][C@@H:4]5[C:5]=4[C:9]([CH:10]([F:12])[F:11])=[N:8]3)[CH2:59][C:60]3[CH:61]=[C:62]([F:67])[CH:63]=[C:64]([F:66])[CH:65]=3)=[N:69][C:70]([C:90]#[C:91][C:92]([OH:95])([CH3:93])[CH3:94])=[CH:71][CH:72]=2)=[C:82]2[C:78]=1[C:79]([NH:84][C:85](=[O:88])[O:86][CH3:87])=[N:80][N:81]2[CH3:83], predict the reactants needed to synthesize it. The reactants are: [F:1][C:2]1([F:56])[C:6]2[N:7]([CH2:14][C:15](N[C@H](C3C(C4C=CC=C5C=4N(C)N=C5NS(C)(=O)=O)=CC=C(C#CC(O)(C)C)N=3)CC3C=C(F)C=C(F)C=3)=[O:16])[N:8]=[C:9]([C:10](F)([F:12])[F:11])[C:5]=2[C@H:4]2[CH2:55][C@@H:3]12.[NH2:57][C@H:58]([C:68]1[C:73]([C:74]2[CH:75]=[CH:76][C:77]([Cl:89])=[C:78]3[C:82]=2[N:81]([CH3:83])[N:80]=[C:79]3[NH:84][C:85](=[O:88])[O:86][CH3:87])=[CH:72][CH:71]=[C:70]([C:90]#[C:91][C:92]([OH:95])([CH3:94])[CH3:93])[N:69]=1)[CH2:59][C:60]1[CH:65]=[C:64]([F:66])[CH:63]=[C:62]([F:67])[CH:61]=1.FC(F)C1C2[C@H]3C[C@H]3C(F)(F)C=2N(CC(O)=O)N=1. (4) Given the product [CH3:8][C:5]1[CH:6]=[CH:7][C:2]2[NH:1][C:23](=[O:24])[N:9]([CH:10]3[CH2:15][CH2:14][N:13]([C:16]([O:18][C:19]([CH3:22])([CH3:21])[CH3:20])=[O:17])[CH2:12][CH2:11]3)[C:3]=2[CH:4]=1, predict the reactants needed to synthesize it. The reactants are: [NH2:1][C:2]1[CH:7]=[CH:6][C:5]([CH3:8])=[CH:4][C:3]=1[NH:9][CH:10]1[CH2:15][CH2:14][N:13]([C:16]([O:18][C:19]([CH3:22])([CH3:21])[CH3:20])=[O:17])[CH2:12][CH2:11]1.[C:23](N1C=CN=C1)(N1C=CN=C1)=[O:24]. (5) Given the product [CH2:57]([O:40][CH:38]1[CH2:39][CH:33]2[N:32]([CH2:31][C@H:11]3[CH2:10][N:9]([S:6]([C:2]4[S:1][CH:5]=[CH:4][CH:3]=4)(=[O:7])=[O:8])[CH2:14][CH2:13][NH:12]3)[CH:37]1[CH2:36][O:35][CH2:34]2)[C:47]1[CH:46]=[CH:52][CH:51]=[CH:50][CH:49]=1, predict the reactants needed to synthesize it. The reactants are: [S:1]1[CH:5]=[CH:4][CH:3]=[C:2]1[S:6]([N:9]1[CH2:14][CH2:13][N:12](C2N=CC(C(O)(C(F)(F)F)C(F)(F)F)=CN=2)[C@@H:11]([CH2:31][N:32]2[CH:37]3[CH:38]([OH:40])[CH2:39][CH:33]2[CH2:34][O:35][CH2:36]3)[CH2:10]1)(=[O:8])=[O:7].C(N([CH2:46][CH3:47])CC)C.S1[CH:52]=[CH:51][CH:50]=[C:49]1S(Cl)(=O)=O.[CH2:57](Cl)Cl. (6) Given the product [N:1]1([CH2:6][C:7]2[CH:12]=[CH:11][C:10]([C:13]3[CH:17]=[C:16]([CH2:18][CH:19]([CH3:21])[CH3:20])[S:15][C:14]=3[S:22]([NH2:25])(=[O:24])=[O:23])=[CH:9][CH:8]=2)[CH:5]=[CH:4][N:3]=[CH:2]1, predict the reactants needed to synthesize it. The reactants are: [N:1]1([CH2:6][C:7]2[CH:12]=[CH:11][C:10]([C:13]3[CH:17]=[C:16]([CH2:18][CH:19]([CH3:21])[CH3:20])[S:15][C:14]=3[S:22]([NH:25]C(C)(C)C)(=[O:24])=[O:23])=[CH:9][CH:8]=2)[CH:5]=[CH:4][N:3]=[CH:2]1.B(Cl)(Cl)Cl.O. (7) Given the product [F:24][C:25]1[C:30]([F:31])=[CH:29][CH:28]=[CH:27][C:26]=1[C:32]1[CH:40]=[CH:39][CH:38]=[C:37]2[C:33]=1/[C:34](=[CH:14]/[C:11]1[NH:10][C:7]3[CH2:8][CH2:9][N:4]([CH2:3][C@H:2]([OH:1])[CH2:17][N:18]4[CH2:19][CH2:20][O:21][CH2:22][CH2:23]4)[C:5](=[O:16])[C:6]=3[C:12]=1[CH3:13])/[C:35](=[O:41])[NH:36]2, predict the reactants needed to synthesize it. The reactants are: [OH:1][C@H:2]([CH2:17][N:18]1[CH2:23][CH2:22][O:21][CH2:20][CH2:19]1)[CH2:3][N:4]1[CH2:9][CH2:8][C:7]2[NH:10][C:11]([CH:14]=O)=[C:12]([CH3:13])[C:6]=2[C:5]1=[O:16].[F:24][C:25]1[C:30]([F:31])=[CH:29][CH:28]=[CH:27][C:26]=1[C:32]1[CH:40]=[CH:39][CH:38]=[C:37]2[C:33]=1[CH2:34][C:35](=[O:41])[NH:36]2.N1CCCCC1.